This data is from Forward reaction prediction with 1.9M reactions from USPTO patents (1976-2016). The task is: Predict the product of the given reaction. (1) Given the reactants S(Cl)(Cl)=O.[C:5]([O:8][CH2:9][C:10]([CH3:40])([CH3:39])[CH2:11][N:12]1[C:18]2[CH:19]=[CH:20][C:21]([Cl:23])=[CH:22][C:17]=2[C@@H:16]([C:24]2[CH:29]=[CH:28][CH:27]=[C:26]([O:30][CH3:31])[C:25]=2[O:32][CH3:33])[O:15][C@H:14]([CH2:34][C:35](O)=[O:36])[C:13]1=[O:38])(=[O:7])[CH3:6].Cl.[NH2:42][C:43]1[CH:44]=[C:45]([CH2:52][CH2:53][C:54]([O:56][CH2:57][CH3:58])=[O:55])[CH:46]=[CH:47][C:48]=1[O:49][CH2:50][CH3:51].C(N(CC)CC)C, predict the reaction product. The product is: [C:5]([O:8][CH2:9][C:10]([CH3:40])([CH3:39])[CH2:11][N:12]1[C:18]2[CH:19]=[CH:20][C:21]([Cl:23])=[CH:22][C:17]=2[C@@H:16]([C:24]2[CH:29]=[CH:28][CH:27]=[C:26]([O:30][CH3:31])[C:25]=2[O:32][CH3:33])[O:15][C@H:14]([CH2:34][C:35]([NH:42][C:43]2[CH:44]=[C:45]([CH2:52][CH2:53][C:54]([O:56][CH2:57][CH3:58])=[O:55])[CH:46]=[CH:47][C:48]=2[O:49][CH2:50][CH3:51])=[O:36])[C:13]1=[O:38])(=[O:7])[CH3:6]. (2) Given the reactants [CH2:1]([O:8][C:9]1[CH:14]=[CH:13][CH:12]=[C:11]([OH:15])[C:10]=1[C:16](=[O:28])/[CH:17]=[CH:18]/[C:19]1[CH:24]=[C:23]([Br:25])[CH:22]=[CH:21][C:20]=1[O:26][CH3:27])[C:2]1[CH:7]=[CH:6][CH:5]=[CH:4][CH:3]=1.II.Cl.C(OCC)(=O)C, predict the reaction product. The product is: [CH2:1]([O:8][C:9]1[CH:14]=[CH:13][CH:12]=[C:11]2[C:10]=1[C:16](=[O:28])[CH:17]=[C:18]([C:19]1[CH:24]=[C:23]([Br:25])[CH:22]=[CH:21][C:20]=1[O:26][CH3:27])[O:15]2)[C:2]1[CH:7]=[CH:6][CH:5]=[CH:4][CH:3]=1. (3) Given the reactants Br[C:2]1[C:11]2[C:6](=[CH:7][CH:8]=[CH:9][CH:10]=2)[C:5](=[O:12])[O:4][C:3]=1[CH:13]([OH:15])[CH3:14].[CH3:16][C:17]1[N:22]=[CH:21][C:20](B(O)O)=[CH:19][CH:18]=1.C([O-])([O-])=O.[Cs+].[Cs+], predict the reaction product. The product is: [OH:15][CH:13]([C:3]1[O:4][C:5](=[O:12])[C:6]2[C:11]([C:2]=1[C:20]1[CH:21]=[N:22][C:17]([CH3:16])=[CH:18][CH:19]=1)=[CH:10][CH:9]=[CH:8][CH:7]=2)[CH3:14]. (4) The product is: [CH2:33]([O:26][C:25]([C:3]1[CH:4]=[C:5]2[N:10]([C:2]=1[Cl:1])[CH:9]=[CH:8][C:7]([CH2:11][N:12]1[CH:16]=[C:15]([C:17]([OH:24])([C:20]([F:23])([F:21])[F:22])[CH2:18][CH3:19])[N:14]=[N:13]1)=[CH:6]2)=[O:27])[CH3:34]. Given the reactants [Cl:1][C:2]1[N:10]2[C:5]([CH:6]=[C:7]([CH2:11][N:12]3[CH:16]=[C:15]([C:17]([OH:24])([C:20]([F:23])([F:22])[F:21])[CH2:18][CH3:19])[N:14]=[N:13]3)[CH:8]=[CH:9]2)=[CH:4][C:3]=1[C:25]([OH:27])=[O:26].OS(O)(=O)=O.[CH3:33][CH2:34]O, predict the reaction product. (5) Given the reactants [CH2:1]([C:3]1[C:12]2[CH:11]=[C:10]([NH:13][C:14]3[CH:24]=[CH:23][C:17]([C:18]([O:20][CH2:21][CH3:22])=[O:19])=[CH:16][CH:15]=3)[C:9]([CH3:25])=[CH:8][C:7]=2[C:6]([CH3:27])([CH3:26])[CH2:5][CH:4]=1)[CH3:2].[CH:28](=O)[CH3:29], predict the reaction product. The product is: [CH2:28]([N:13]([C:10]1[C:9]([CH3:25])=[CH:8][C:7]2[C:6]([CH3:27])([CH3:26])[CH2:5][CH:4]=[C:3]([CH2:1][CH3:2])[C:12]=2[CH:11]=1)[C:14]1[CH:15]=[CH:16][C:17]([C:18]([O:20][CH2:21][CH3:22])=[O:19])=[CH:23][CH:24]=1)[CH3:29]. (6) Given the reactants [C:1]([O:5][C:6]([N:8]1[CH2:13][CH2:12][C:11](O)([C:14]2[CH:23]=[CH:22][C:21]3[C:16](=[CH:17][CH:18]=[CH:19][CH:20]=3)[N:15]=2)[CH2:10][CH2:9]1)=[O:7])([CH3:4])([CH3:3])[CH3:2].[OH-].COC(NS([N+](CC)(CC)CC)(=O)=O)=O, predict the reaction product. The product is: [C:1]([O:5][C:6]([N:8]1[CH2:9][CH:10]=[C:11]([C:14]2[CH:23]=[CH:22][C:21]3[C:16](=[CH:17][CH:18]=[CH:19][CH:20]=3)[N:15]=2)[CH2:12][CH2:13]1)=[O:7])([CH3:4])([CH3:2])[CH3:3]. (7) Given the reactants [CH3:1][O:2][C:3]1[CH:8]=[CH:7][C:6]([C:9]2[C:18]([C:19]3[CH:24]=[CH:23][C:22]([O:25][CH3:26])=[CH:21][CH:20]=3)=[N:17][C:16]3[C:11](=[CH:12][CH:13]=[C:14]([N:27](S(C)(=O)=O)[S:28]([CH3:31])(=[O:30])=[O:29])[CH:15]=3)[N:10]=2)=[CH:5][CH:4]=1.O[Li].O.[OH-].[Na+].Cl, predict the reaction product. The product is: [CH3:1][O:2][C:3]1[CH:4]=[CH:5][C:6]([C:9]2[C:18]([C:19]3[CH:24]=[CH:23][C:22]([O:25][CH3:26])=[CH:21][CH:20]=3)=[N:17][C:16]3[C:11](=[CH:12][CH:13]=[C:14]([NH:27][S:28]([CH3:31])(=[O:30])=[O:29])[CH:15]=3)[N:10]=2)=[CH:7][CH:8]=1. (8) The product is: [CH3:32][O:31][C:29](=[O:30])[CH2:6][CH:5]([CH2:9][CH2:8][C:10]1[CH:15]=[CH:14][C:13]([OH:16])=[C:12]([O:27][CH3:28])[CH:11]=1)[NH:4][C:1](=[O:3])[CH3:2]. Given the reactants [C:1]([NH:4][C:5]1[CH:9]=[C:8]([C:10]2[CH:15]=[CH:14][C:13]([O:16]CC3C=CC([N+]([O-])=O)=CC=3)=[C:12]([O:27][CH3:28])[CH:11]=2)S[C:6]=1[C:29]([O:31][CH3:32])=[O:30])(=[O:3])[CH3:2], predict the reaction product. (9) Given the reactants [H-].[Na+].[CH3:3][S:4]([NH2:7])(=[O:6])=[O:5].[C:8]([NH:12][C:13]([C:15]1[CH:20]=[CH:19][C:18]([C:21]2[CH:26]=[CH:25][CH:24]=[C:23]([CH:27]3[C:36]([CH3:38])([CH3:37])[CH2:35][C:34]4[C:29](=[CH:30][CH:31]=[C:32]([C:39](O)=[O:40])[CH:33]=4)[NH:28]3)[CH:22]=2)=[CH:17][CH:16]=1)=[O:14])([CH3:11])([CH3:10])[CH3:9].C(N1C=CN=C1)(N1C=CN=C1)=O, predict the reaction product. The product is: [C:8]([NH:12][C:13]([C:15]1[CH:16]=[CH:17][C:18]([C:21]2[CH:26]=[CH:25][CH:24]=[C:23]([CH:27]3[C:36]([CH3:38])([CH3:37])[CH2:35][C:34]4[C:29](=[CH:30][CH:31]=[C:32]([C:39]([NH:7][S:4]([CH3:3])(=[O:6])=[O:5])=[O:40])[CH:33]=4)[NH:28]3)[CH:22]=2)=[CH:19][CH:20]=1)=[O:14])([CH3:11])([CH3:9])[CH3:10]. (10) Given the reactants [Cl-].O[NH3+:3].[C:4](=[O:7])([O-])[OH:5].[Na+].CS(C)=O.[Si]([O:20][CH:21]([CH3:59])[CH2:22][O:23][C@H:24]1[CH2:29][CH2:28][C@H:27]([N:30]2[C:35](=[O:36])[C:34]([CH2:37][C:38]3[CH:43]=[CH:42][C:41]([C:44]4[C:45]([C:50]#[N:51])=[CH:46][CH:47]=[CH:48][CH:49]=4)=[CH:40][CH:39]=3)=[C:33]([CH2:52][CH2:53][CH3:54])[N:32]3[N:55]=[C:56]([CH3:58])[N:57]=[C:31]23)[CH2:26][CH2:25]1)(C(C)(C)C)(C)C, predict the reaction product. The product is: [OH:20][CH:21]([CH3:59])[CH2:22][O:23][C@H:24]1[CH2:29][CH2:28][C@H:27]([N:30]2[C:35](=[O:36])[C:34]([CH2:37][C:38]3[CH:39]=[CH:40][C:41]([C:44]4[CH:49]=[CH:48][CH:47]=[CH:46][C:45]=4[C:50]4[NH:51][C:4](=[O:7])[O:5][N:3]=4)=[CH:42][CH:43]=3)=[C:33]([CH2:52][CH2:53][CH3:54])[N:32]3[N:55]=[C:56]([CH3:58])[N:57]=[C:31]23)[CH2:26][CH2:25]1.